Dataset: Reaction yield outcomes from USPTO patents with 853,638 reactions. Task: Predict the reaction yield, written as a fraction of the theoretical maximum amount of product (1.0 means a 100% yield; for example, 0.34 means a 34% yield). (1) The reactants are Cl[C:2]1[N:7]=[C:6]([NH:8][C:9]2[CH:20]=[CH:19][CH:18]=[CH:17][C:10]=2[C:11]([NH:13][CH2:14][CH2:15][CH3:16])=[O:12])[C:5]([Cl:21])=[CH:4][N:3]=1.[NH2:22][C:23]1[CH:36]=[CH:35][C:26]2[NH:27][C:28](=[O:34])[CH2:29][CH2:30][C:31]([CH3:33])([CH3:32])[C:25]=2[CH:24]=1.C12(CS(O)(=O)=O)C(C)(C)C(CC1)CC2=O.C(O)(C)C. No catalyst specified. The product is [Cl:21][C:5]1[C:6]([NH:8][C:9]2[CH:20]=[CH:19][CH:18]=[CH:17][C:10]=2[C:11]([NH:13][CH2:14][CH2:15][CH3:16])=[O:12])=[N:7][C:2]([NH:22][C:23]2[CH:36]=[CH:35][C:26]3[NH:27][C:28](=[O:34])[CH2:29][CH2:30][C:31]([CH3:33])([CH3:32])[C:25]=3[CH:24]=2)=[N:3][CH:4]=1. The yield is 0.380. (2) The reactants are Cl.[NH2:2][OH:3].[OH-].[Na+].[Cl:6][C:7]1[CH:8]=[C:9]([OH:17])[C:10](=[CH:15][CH:16]=1)[C:11](OC)=[O:12].N#N. The catalyst is O1CCOCC1.O. The product is [Cl:6][C:7]1[CH:16]=[CH:15][C:10]([C:11]([NH:2][OH:3])=[O:12])=[C:9]([OH:17])[CH:8]=1. The yield is 0.880. (3) The reactants are B(Cl)(Cl)Cl.C(Cl)Cl.C([O:15][C:16]1[C:17]([CH3:30])=[C:18]([CH3:29])[C:19]([NH:23][C:24](=[O:28])[CH:25]([Cl:27])[Cl:26])=[N:20][C:21]=1[CH3:22])C1C=CC=CC=1.CC1C(C)=C(C)C(C)=C(C)C=1. The catalyst is C(Cl)(Cl)Cl.CO. The product is [Cl:27][CH:25]([Cl:26])[C:24]([NH:23][C:19]1[C:18]([CH3:29])=[C:17]([CH3:30])[C:16]([OH:15])=[C:21]([CH3:22])[N:20]=1)=[O:28]. The yield is 0.920. (4) The reactants are Cl[C:2]1[C:3]2[CH:11]=[CH:10][C:9]([CH3:12])=[N:8][C:4]=2[N:5]=[CH:6][N:7]=1.[C:13]([N:20]1[CH2:25][CH2:24][NH:23][CH2:22][CH2:21]1)([O:15][C:16]([CH3:19])([CH3:18])[CH3:17])=[O:14]. The yield is 0.990. The catalyst is ClCCCl. The product is [C:16]([O:15][C:13]([N:20]1[CH2:25][CH2:24][N:23]([C:2]2[C:3]3[CH:11]=[CH:10][C:9]([CH3:12])=[N:8][C:4]=3[N:5]=[CH:6][N:7]=2)[CH2:22][CH2:21]1)=[O:14])([CH3:19])([CH3:17])[CH3:18]. (5) The reactants are [CH3:1][O:2][C:3]1[CH:12]=[CH:11][CH:10]=[C:9]2[C:4]=1[CH2:5][CH2:6][C@H:7]([CH3:13])[NH:8]2.ClCCl.[CH:17]1([C:20](Cl)=[O:21])[CH2:19][CH2:18]1. The catalyst is N1C=CC=CC=1. The product is [CH:17]1([C:20]([N:8]2[C:9]3[C:4](=[C:3]([O:2][CH3:1])[CH:12]=[CH:11][CH:10]=3)[CH2:5][CH2:6][C@@H:7]2[CH3:13])=[O:21])[CH2:19][CH2:18]1. The yield is 0.980. (6) The yield is 0.860. The reactants are [CH3:1][C:2]([CH3:7])([CH3:6])[CH2:3][Mg]Cl.[Cu](C#N)C#N.Br[C:14]1[N:32]=[CH:31][CH:30]=[CH:29][C:15]=1[C:16]([NH:18][C:19]1[CH:24]=[CH:23][CH:22]=[C:21]([C:25]([CH3:28])([CH3:27])[CH3:26])[CH:20]=1)=[O:17].[Cl-].[NH4+]. The product is [C:25]([C:21]1[CH:20]=[C:19]([NH:18][C:16](=[O:17])[C:15]2[CH:29]=[CH:30][CH:31]=[N:32][C:14]=2[CH2:1][C:2]([CH3:7])([CH3:6])[CH3:3])[CH:24]=[CH:23][CH:22]=1)([CH3:28])([CH3:27])[CH3:26]. The catalyst is C1COCC1.C(OCC)(=O)C. (7) The reactants are [Br:1][C:2]1[CH:7]=[CH:6][C:5]([OH:8])=[CH:4][CH:3]=1.[CH:9](OC(=O)C)=[CH2:10].C(=O)([O-])[O-].[Na+].[Na+]. The catalyst is C1(C)C=CC=CC=1.C(OCC)(=O)C. The product is [Br:1][C:2]1[CH:7]=[CH:6][C:5]([O:8][CH:9]=[CH2:10])=[CH:4][CH:3]=1. The yield is 0.740.